Task: Regression. Given two drug SMILES strings and cell line genomic features, predict the synergy score measuring deviation from expected non-interaction effect.. Dataset: NCI-60 drug combinations with 297,098 pairs across 59 cell lines Drug 1: C1=CC=C(C=C1)NC(=O)CCCCCCC(=O)NO. Drug 2: C(=O)(N)NO. Cell line: MOLT-4. Synergy scores: CSS=48.4, Synergy_ZIP=-1.27, Synergy_Bliss=-2.75, Synergy_Loewe=-25.1, Synergy_HSA=0.556.